Dataset: Forward reaction prediction with 1.9M reactions from USPTO patents (1976-2016). Task: Predict the product of the given reaction. (1) Given the reactants [CH:1]1[CH:10]=[CH:9][C:8]2[N:7]=[C:6]([CH:11]3[CH2:13][CH2:12]3)[C:5](/[CH:14]=[CH:15]/[C@H:16]([CH2:18][C@H:19]([CH2:21][C:22]([O-:24])=[O:23])[OH:20])[OH:17])=[C:4]([C:25]3[CH:30]=[CH:29][C:28]([F:31])=[CH:27][CH:26]=3)[C:3]=2[CH:2]=1.[CH:1]1[CH:10]=[CH:9][C:8]2[N:7]=[C:6]([CH:11]3[CH2:12][CH2:13]3)[C:5](/[CH:14]=[CH:15]/[C@H:16]([CH2:18][C@H:19]([CH2:21][C:22]([O-:24])=[O:23])[OH:20])[OH:17])=[C:4]([C:25]3[CH:26]=[CH:27][C:28]([F:31])=[CH:29][CH:30]=3)[C:3]=2[CH:2]=1.[Ca+2].C(#N)C, predict the reaction product. The product is: [CH:1]1[CH:10]=[CH:9][C:8]2[N:7]=[C:6]([CH:11]3[CH2:13][CH2:12]3)[C:5](/[CH:14]=[CH:15]/[C@@H:16]([OH:17])[CH2:18][C@@H:19]([OH:20])[CH2:21][C:22]([OH:24])=[O:23])=[C:4]([C:25]3[CH:26]=[CH:27][C:28]([F:31])=[CH:29][CH:30]=3)[C:3]=2[CH:2]=1. (2) Given the reactants CON(C)[C:4]([C:6]1[C:15](=[O:16])[C:14]2[C:9](=[CH:10][CH:11]=[CH:12][CH:13]=2)[N:8]([CH2:17][C:18]2[CH:23]=[CH:22][CH:21]=[C:20]([CH3:24])[N:19]=2)[CH:7]=1)=[O:5].[CH2:26]([C:28]1[CH:33]=[CH:32][C:31](I)=[CH:30][N:29]=1)[CH3:27].C([Mg]Cl)(C)C, predict the reaction product. The product is: [CH2:26]([C:28]1[N:29]=[CH:30][C:31]([C:4]([C:6]2[C:15](=[O:16])[C:14]3[C:9](=[CH:10][CH:11]=[CH:12][CH:13]=3)[N:8]([CH2:17][C:18]3[CH:23]=[CH:22][CH:21]=[C:20]([CH3:24])[N:19]=3)[CH:7]=2)=[O:5])=[CH:32][CH:33]=1)[CH3:27]. (3) Given the reactants Br[C:2]1[CH:3]=[CH:4][C:5]([O:10][CH:11]([CH3:13])[CH3:12])=[C:6]([CH:9]=1)[C:7]#[N:8].[CH3:14][Si:15]([CH3:19])([CH3:18])[C:16]#[CH:17], predict the reaction product. The product is: [CH:11]([O:10][C:5]1[CH:4]=[CH:3][C:2]([C:17]#[C:16][Si:15]([CH3:19])([CH3:18])[CH3:14])=[CH:9][C:6]=1[C:7]#[N:8])([CH3:13])[CH3:12]. (4) Given the reactants [CH3:1][O:2][C:3]1[CH:8]=[CH:7][C:6]([C:9]2[N:10]=[C:11]([NH2:20])[S:12][C:13]=2[C:14]2[CH:15]=[N:16][CH:17]=[CH:18][CH:19]=2)=[CH:5][CH:4]=1.[ClH:21].CO, predict the reaction product. The product is: [ClH:21].[CH3:1][O:2][C:3]1[CH:4]=[CH:5][C:6]([C:9]2[N:10]=[C:11]([NH2:20])[S:12][C:13]=2[C:14]2[CH:15]=[N:16][CH:17]=[CH:18][CH:19]=2)=[CH:7][CH:8]=1. (5) Given the reactants [NH2:1][C:2]1[CH:7]=[CH:6][CH:5]=[CH:4][N:3]=1.[C:8](C1NC=CN=1)(C1NC=CN=1)=[S:9].[N:20]1([C:26]([O:28][C:29]([CH3:32])([CH3:31])[CH3:30])=[O:27])[CH2:25][CH2:24][NH:23][CH2:22][CH2:21]1, predict the reaction product. The product is: [N:3]1[CH:4]=[CH:5][CH:6]=[CH:7][C:2]=1[NH:1][C:8]([N:23]1[CH2:24][CH2:25][N:20]([C:26]([O:28][C:29]([CH3:32])([CH3:31])[CH3:30])=[O:27])[CH2:21][CH2:22]1)=[S:9].